Predict which catalyst facilitates the given reaction. From a dataset of Catalyst prediction with 721,799 reactions and 888 catalyst types from USPTO. (1) Reactant: [H-].[Na+].[Br:3][C:4]1[CH:5]=[C:6]2[C:10](=[CH:11][CH:12]=1)[NH:9][CH:8]=[CH:7]2.[CH:13]([Si:16](Cl)([CH:20]([CH3:22])[CH3:21])[CH:17]([CH3:19])[CH3:18])([CH3:15])[CH3:14].O. Product: [Br:3][C:4]1[CH:5]=[C:6]2[C:10](=[CH:11][CH:12]=1)[N:9]([Si:16]([CH:20]([CH3:22])[CH3:21])([CH:17]([CH3:19])[CH3:18])[CH:13]([CH3:15])[CH3:14])[CH:8]=[CH:7]2. The catalyst class is: 215. (2) Reactant: [CH2:1]([O:3][C:4]1[CH:5]=[C:6]([CH:9]=[C:10]([O:13][CH2:14][CH3:15])[C:11]=1F)[CH:7]=[O:8])[CH3:2].[NH:16]1[CH:20]=[N:19][CH:18]=[N:17]1.C([O-])([O-])=O.[K+].[K+]. Product: [CH2:1]([O:3][C:4]1[CH:5]=[C:6]([CH:9]=[C:10]([O:13][CH2:14][CH3:15])[C:11]=1[N:16]1[CH:20]=[N:19][CH:18]=[N:17]1)[CH:7]=[O:8])[CH3:2]. The catalyst class is: 16.